From a dataset of Reaction yield outcomes from USPTO patents with 853,638 reactions. Predict the reaction yield, written as a fraction of the theoretical maximum amount of product (1.0 means a 100% yield; for example, 0.34 means a 34% yield). (1) The reactants are [CH3:1][S:2]([C:5]1[CH:10]=[CH:9][C:8]([CH:11]([CH2:16][CH:17]2[CH2:22][CH2:21][O:20][CH2:19][CH2:18]2)[C:12](=[O:15])[CH:13]=[CH2:14])=[CH:7][CH:6]=1)(=[O:4])=[O:3].C(O)C.O1CCCC1.[Si:31]([O:48][CH2:49][C:50]1[S:54][C:53]([CH:55]=[O:56])=[N:52][N:51]=1)([C:44]([CH3:47])([CH3:46])[CH3:45])([C:38]1[CH:43]=[CH:42][CH:41]=[CH:40][CH:39]=1)[C:32]1[CH:37]=[CH:36][CH:35]=[CH:34][CH:33]=1. The catalyst is [Cl-].C([N+]1C(C)=C(CCO)SC=1)C1C=CC=CC=1.C(OCC)(=O)C.C(N(CC)CC)C. The product is [Si:31]([O:48][CH2:49][C:50]1[S:54][C:53]([C:55](=[O:56])[CH2:14][CH2:13][C:12](=[O:15])[CH:11]([C:8]2[CH:7]=[CH:6][C:5]([S:2]([CH3:1])(=[O:4])=[O:3])=[CH:10][CH:9]=2)[CH2:16][CH:17]2[CH2:22][CH2:21][O:20][CH2:19][CH2:18]2)=[N:52][N:51]=1)([C:44]([CH3:45])([CH3:46])[CH3:47])([C:32]1[CH:37]=[CH:36][CH:35]=[CH:34][CH:33]=1)[C:38]1[CH:43]=[CH:42][CH:41]=[CH:40][CH:39]=1. The yield is 0.590. (2) The reactants are [CH3:1][C:2]1[C:7]([N+:8]([O-])=O)=[CH:6][CH:5]=[CH:4][C:3]=1[O:11][CH3:12]. The catalyst is CCO.[Pd]. The product is [CH3:12][O:11][C:3]1[C:2]([CH3:1])=[C:7]([CH:6]=[CH:5][CH:4]=1)[NH2:8]. The yield is 0.980. (3) The reactants are [C:1](OC(=NC(C)C)NC(C)C)([CH3:4])([CH3:3])[CH3:2].Cl.[Br:16][C:17]1[CH:22]=[CH:21][C:20]([NH:23][C:24]2[C:29]([C:30]([OH:32])=[O:31])=[CH:28][N:27]=[C:26]([Cl:33])[CH:25]=2)=[C:19]([Cl:34])[CH:18]=1. The catalyst is C1COCC1.CCOC(C)=O. The product is [C:1]([O:31][C:30](=[O:32])[C:29]1[C:24]([NH:23][C:20]2[CH:21]=[CH:22][C:17]([Br:16])=[CH:18][C:19]=2[Cl:34])=[CH:25][C:26]([Cl:33])=[N:27][CH:28]=1)([CH3:4])([CH3:3])[CH3:2]. The yield is 0.780. (4) The catalyst is C(#N)C. The reactants are Br[CH2:2][CH2:3][N:4]1[C:8]([CH2:9]Br)=[CH:7][C:6]([N+:11]([O-:13])=[O:12])=[N:5]1.[O:14]1[CH2:17][CH:16]([NH2:18])[CH2:15]1.C(N(C(C)C)CC)(C)C. The product is [N+:11]([C:6]1[CH:7]=[C:8]2[CH2:9][N:18]([CH:16]3[CH2:17][O:14][CH2:15]3)[CH2:2][CH2:3][N:4]2[N:5]=1)([O-:13])=[O:12]. The yield is 0.710. (5) The reactants are [CH2:1]([N:5]1[CH:10]=[CH:9][C:8]([CH2:11]N(C)C)=[C:7]([OH:15])[C:6]1=[S:16])[CH2:2][CH2:3][CH3:4].IC. The catalyst is C(Cl)Cl. The product is [CH2:1]([N:5]1[CH:10]=[CH:9][C:8]([CH3:11])=[C:7]([OH:15])[C:6]1=[S:16])[CH2:2][CH2:3][CH3:4]. The yield is 0.700. (6) The reactants are [NH2:1][C:2]1[N:7]=[CH:6][C:5](/[CH:8]=[CH:9]/[C:10]([O:12]CC2C=CC=CC=2)=[O:11])=[CH:4][CH:3]=1.[OH-].[Na+]. The catalyst is CO. The product is [NH2:1][C:2]1[N:7]=[CH:6][C:5](/[CH:8]=[CH:9]/[C:10]([OH:12])=[O:11])=[CH:4][CH:3]=1. The yield is 0.720. (7) The reactants are [CH3:1][C:2]([C:4]1[CH:9]=[CH:8][C:7](Br)=[CH:6][CH:5]=1)=[O:3].[CH3:11][CH2:12][N:13]([CH2:16][CH2:17][OH:18])[CH2:14][CH3:15].C([O-])([O-])=O.[K+].[K+]. The catalyst is CS(C)=O.[Cu].[Cu]I. The product is [CH2:12]([N:13]([CH2:14][CH3:15])[CH2:16][CH2:17][O:18][C:7]1[CH:8]=[CH:9][C:4]([C:2](=[O:3])[CH3:1])=[CH:5][CH:6]=1)[CH3:11]. The yield is 0.820. (8) The reactants are Cl[C:2]1[C:3]([C:8]([O:10][CH3:11])=[O:9])=[N:4][CH:5]=[CH:6][N:7]=1.[F-:12].[K+].Cl[C:15]([F:21])([F:20])C(OC)=O. The catalyst is CN(C=O)C. The product is [F:20][C:15]([F:21])([F:12])[C:2]1[C:3]([C:8]([O:10][CH3:11])=[O:9])=[N:4][CH:5]=[CH:6][N:7]=1. The yield is 0.290. (9) The reactants are [Br:1][C:2]1[S:19][C:5]2=[CH:6][N:7]=[C:8](S(C3C=CC=CC=3)(=O)=O)[CH:9]=[C:4]2[CH:3]=1.[O:20]1[CH2:24][CH2:23][CH2:22][CH2:21]1.C(O)(=O)C.C(OCC)(=O)C. The catalyst is O. The product is [Br:1][C:2]1[S:19][C:5]2=[CH:6][N:7]=[C:8]([O:20][CH2:21][CH2:22][CH2:23][CH3:24])[CH:9]=[C:4]2[CH:3]=1. The yield is 0.910. (10) The reactants are FC(F)(F)C([NH:5][C:6]1[CH:11]=[CH:10][C:9]([S:12](=[O:25])(=[O:24])[NH:13][C:14]2[CH:15]=[CH:16][C:17]3[CH2:21][O:20][B:19]([OH:22])[C:18]=3[CH:23]=2)=[C:8]([CH2:26][C:27]2[O:28][CH:29]=[C:30]([CH3:32])[N:31]=2)[CH:7]=1)=O. The catalyst is [NH4+].CO. The product is [NH2:5][C:6]1[CH:11]=[CH:10][C:9]([S:12]([NH:13][C:14]2[CH:15]=[CH:16][C:17]3[CH2:21][O:20][B:19]([OH:22])[C:18]=3[CH:23]=2)(=[O:24])=[O:25])=[C:8]([CH2:26][C:27]2[O:28][CH:29]=[C:30]([CH3:32])[N:31]=2)[CH:7]=1. The yield is 0.370.